From a dataset of Catalyst prediction with 721,799 reactions and 888 catalyst types from USPTO. Predict which catalyst facilitates the given reaction. (1) Reactant: [Cl:1][C:2]1[CH:3]=[C:4]([C:17]#[N:18])[C:5]([C:11]2[CH:16]=[CH:15][CH:14]=[CH:13][CH:12]=2)=[C:6]([N+:8]([O-])=O)[CH:7]=1. Product: [NH2:8][C:6]1[CH:7]=[C:2]([Cl:1])[CH:3]=[C:4]([C:17]#[N:18])[C:5]=1[C:11]1[CH:16]=[CH:15][CH:14]=[CH:13][CH:12]=1. The catalyst class is: 292. (2) Reactant: [CH3:1][O:2][C:3]1[CH:4]=[C:5]([C:9]2[CH:10]=[N:11][C:12]([N:16]3[CH2:21][CH2:20][O:19][CH2:18][CH2:17]3)=[CH:13][C:14]=2[NH2:15])[CH:6]=[N:7][CH:8]=1.Cl[C:23]1[C:32]2[C:27](=[CH:28][C:29]([F:34])=[CH:30][C:31]=2[F:33])[N:26]=[C:25]([C:35]2[CH:40]=[CH:39][CH:38]=[CH:37][N:36]=2)[C:24]=1[CH3:41].C1(P(C2CCCCC2)C2C=CC=CC=2C2C(C(C)C)=CC(C(C)C)=CC=2C(C)C)CCCCC1.CC(C)([O-])C.[Na+]. Product: [F:33][C:31]1[CH:30]=[C:29]([F:34])[CH:28]=[C:27]2[C:32]=1[C:23]([NH:15][C:14]1[CH:13]=[C:12]([N:16]3[CH2:21][CH2:20][O:19][CH2:18][CH2:17]3)[N:11]=[CH:10][C:9]=1[C:5]1[CH:6]=[N:7][CH:8]=[C:3]([O:2][CH3:1])[CH:4]=1)=[C:24]([CH3:41])[C:25]([C:35]1[CH:40]=[CH:39][CH:38]=[CH:37][N:36]=1)=[N:26]2. The catalyst class is: 491. (3) Reactant: [C:1]([O:5][C:6](=[O:22])[NH:7][C@@H:8]1[C:14](=[O:15])[NH:13][C:12]2[CH:16]=[C:17]([F:20])[CH:18]=[CH:19][C:11]=2[O:10][C@@H:9]1[CH3:21])([CH3:4])([CH3:3])[CH3:2].O([CH2:31][C:32]([F:35])([F:34])[F:33])S(C(F)(F)F)(=O)=O.C(=O)([O-])[O-].[Cs+].[Cs+]. Product: [C:1]([O:5][C:6](=[O:22])[NH:7][C@@H:8]1[C:14](=[O:15])[N:13]([CH2:31][C:32]([F:35])([F:34])[F:33])[C:12]2[CH:16]=[C:17]([F:20])[CH:18]=[CH:19][C:11]=2[O:10][C@@H:9]1[CH3:21])([CH3:4])([CH3:2])[CH3:3]. The catalyst class is: 9.